This data is from Full USPTO retrosynthesis dataset with 1.9M reactions from patents (1976-2016). The task is: Predict the reactants needed to synthesize the given product. (1) Given the product [NH4+:11].[OH-:30].[Cl:2][C:3]1[CH:4]=[C:5]([CH2:10][N:11]2[CH:15]=[CH:14][N:13]([C:16]3([C:23]4[CH:28]=[CH:27][C:26]([F:29])=[CH:25][CH:24]=4)[CH2:21][CH2:20][NH:19][CH2:18][CH2:17]3)[C:12]2=[O:30])[CH:6]=[C:7]([Cl:9])[CH:8]=1, predict the reactants needed to synthesize it. The reactants are: Cl.[Cl:2][C:3]1[CH:4]=[C:5]([CH2:10][N:11]2[CH:15]=[CH:14][N:13]([C:16]3([C:23]4[CH:28]=[CH:27][C:26]([F:29])=[CH:25][CH:24]=4)[CH2:21][CH2:20][N:19](C)[CH2:18][CH2:17]3)[C:12]2=[O:30])[CH:6]=[C:7]([Cl:9])[CH:8]=1.CC(Cl)OC(Cl)=O.C(Cl)Cl.C([O-])(O)=O.[Na+]. (2) Given the product [N:9]([CH2:2][C:3]([CH3:8])([CH3:7])[C:4]([OH:6])=[O:5])=[N+:10]=[N-:11], predict the reactants needed to synthesize it. The reactants are: Cl[CH2:2][C:3]([CH3:8])([CH3:7])[C:4]([OH:6])=[O:5].[N-:9]=[N+:10]=[N-:11].[Na+].Cl.